Dataset: Forward reaction prediction with 1.9M reactions from USPTO patents (1976-2016). Task: Predict the product of the given reaction. (1) The product is: [Cl:39][C:35]1[CH:36]=[CH:37][CH:38]=[C:4]([Cl:3])[C:5]=1[C:6]([NH:8][C@H:9]([C:31]([OH:33])=[O:32])[CH2:10][C:11]1[CH:12]=[CH:13][C:14]([NH:17][C:18](=[O:30])[CH2:19][C:20]2[CH:29]=[CH:28][C:27]3[CH2:26][CH2:25][CH2:24][NH:23][C:22]=3[N:21]=2)=[CH:15][CH:16]=1)=[O:7]. Given the reactants [Li+].[OH-].[Cl:3][C:4]1[CH:38]=[CH:37][CH:36]=[C:35]([Cl:39])[C:5]=1[C:6]([NH:8][C@H:9]([C:31]([O:33]C)=[O:32])[CH2:10][C:11]1[CH:16]=[CH:15][C:14]([NH:17][C:18](=[O:30])[CH2:19][C:20]2[CH:29]=[CH:28][C:27]3[CH2:26][CH2:25][CH2:24][NH:23][C:22]=3[N:21]=2)=[CH:13][CH:12]=1)=[O:7], predict the reaction product. (2) Given the reactants [NH:1]1[C:5](=[O:6])[CH2:4][CH2:3][C@H:2]1[C:7]([OH:9])=[O:8].Cl(O)(=O)(=O)=O.C([O-])(O)=O.[Na+].C(O[C:24]([CH3:27])([CH3:26])[CH3:25])(=O)C, predict the reaction product. The product is: [C:24]([O:8][C:7]([C@@H:2]1[CH2:3][CH2:4][C:5](=[O:6])[NH:1]1)=[O:9])([CH3:27])([CH3:26])[CH3:25]. (3) Given the reactants C(OC(=O)[NH:7][C:8]1[CH:13]=[CH:12][C:11]([C:14]2[S:15][CH:16]=[CH:17][CH:18]=2)=[CH:10][C:9]=1[NH:19][C:20](=[O:29])[C:21]1[CH:26]=[CH:25][C:24]([CH2:27]Br)=[CH:23][CH:22]=1)(C)(C)C.[CH3:31][O:32][P:33]([O:36]C)[O:34][CH3:35], predict the reaction product. The product is: [CH3:31][O:32][P:33]([CH2:27][C:24]1[CH:23]=[CH:22][C:21]([C:20](=[O:29])[NH:19][C:9]2[CH:10]=[C:11]([C:14]3[S:15][CH:16]=[CH:17][CH:18]=3)[CH:12]=[CH:13][C:8]=2[NH2:7])=[CH:26][CH:25]=1)(=[O:36])[O:34][CH3:35]. (4) Given the reactants [NH2:1][C:2]1[N:7]=[CH:6][N:5]=[C:4]2[N:8]([CH2:19][CH2:20][NH:21][CH2:22][C:23]3[CH:28]=[CH:27][C:26]([Cl:29])=[CH:25][CH:24]=3)[N:9]=[C:10]([C:11]3[CH:12]=[CH:13][C:14]([Cl:18])=[C:15]([OH:17])[CH:16]=3)[C:3]=12.[C:30](Cl)(=[O:33])[CH:31]=[CH2:32], predict the reaction product. The product is: [NH2:1][C:2]1[N:7]=[CH:6][N:5]=[C:4]2[N:8]([CH2:19][CH2:20][N:21]([CH2:22][C:23]3[CH:24]=[CH:25][C:26]([Cl:29])=[CH:27][CH:28]=3)[C:30](=[O:33])[CH:31]=[CH2:32])[N:9]=[C:10]([C:11]3[CH:12]=[CH:13][C:14]([Cl:18])=[C:15]([OH:17])[CH:16]=3)[C:3]=12. (5) Given the reactants [Cl:1][C:2]1[N:7]=[C:6]([C:8]2[C:9]([C:17]3[CH:18]=[CH:19][C:20]([O:24][CH3:25])=[C:21]([CH:23]=3)[NH2:22])=[N:10][N:11]3[CH:16]=[CH:15][CH:14]=[CH:13][C:12]=23)[CH:5]=[CH:4][N:3]=1.[CH:26]1[CH:30]=[C:29]([CH2:31][C:32](Cl)=[O:33])[S:28][CH:27]=1, predict the reaction product. The product is: [Cl:1][C:2]1[N:7]=[C:6]([C:8]2[C:9]([C:17]3[CH:18]=[CH:19][C:20]([O:24][CH3:25])=[C:21]([NH:22][C:32](=[O:33])[CH2:31][C:29]4[S:28][CH:27]=[CH:26][CH:30]=4)[CH:23]=3)=[N:10][N:11]3[CH:16]=[CH:15][CH:14]=[CH:13][C:12]=23)[CH:5]=[CH:4][N:3]=1.